From a dataset of TCR-epitope binding with 47,182 pairs between 192 epitopes and 23,139 TCRs. Binary Classification. Given a T-cell receptor sequence (or CDR3 region) and an epitope sequence, predict whether binding occurs between them. (1) The epitope is GTSGSPIIDK. The TCR CDR3 sequence is CASSYTFRDTKETQYF. Result: 1 (the TCR binds to the epitope). (2) The epitope is GLCTLVAML. The TCR CDR3 sequence is CSARDRGIGNTIYF. Result: 1 (the TCR binds to the epitope). (3) The epitope is QECVRGTTVL. The TCR CDR3 sequence is CASSEGTTYEQYF. Result: 1 (the TCR binds to the epitope). (4) The epitope is SEISMDNSPNL. The TCR CDR3 sequence is CSVENRVNYGYTF. Result: 0 (the TCR does not bind to the epitope).